This data is from Reaction yield outcomes from USPTO patents with 853,638 reactions. The task is: Predict the reaction yield, written as a fraction of the theoretical maximum amount of product (1.0 means a 100% yield; for example, 0.34 means a 34% yield). (1) The reactants are [CH2:1]([O:8][C:9]1[CH:14]=[C:13]([CH3:15])[C:12](B(O)O)=[C:11]([CH3:19])[CH:10]=1)[C:2]1[CH:7]=[CH:6][CH:5]=[CH:4][CH:3]=1.[C:20]([NH:23][C:24]1[CH:34]=[CH:33][C:27]([C:28]([O:30][CH2:31][CH3:32])=[O:29])=[CH:26][C:25]=1Br)(=[O:22])[CH3:21].C1(P(C2CCCCC2)C2C=CC=CC=2C2C(OC)=CC=CC=2OC)CCCCC1. The catalyst is C(=O)([O-])[O-].[Na+].[Na+].C1(C)C=CC=CC=1.COCCOC.[Cl-].[Na+].O.C1C=CC(/C=C/C(/C=C/C2C=CC=CC=2)=O)=CC=1.C1C=CC(/C=C/C(/C=C/C2C=CC=CC=2)=O)=CC=1.C1C=CC(/C=C/C(/C=C/C2C=CC=CC=2)=O)=CC=1.[Pd].[Pd]. The product is [C:20]([NH:23][C:24]1[C:34]([C:12]2[C:13]([CH3:15])=[CH:14][C:9]([O:8][CH2:1][C:2]3[CH:7]=[CH:6][CH:5]=[CH:4][CH:3]=3)=[CH:10][C:11]=2[CH3:19])=[CH:33][C:27]([C:28]([O:30][CH2:31][CH3:32])=[O:29])=[CH:26][CH:25]=1)(=[O:22])[CH3:21]. The yield is 0.960. (2) The reactants are [CH3:1][CH:2]([CH2:7][CH2:8][CH:9]=[CH2:10])[CH2:3][C@@H:4]([OH:6])[CH3:5].[CH3:11][C:12]1[CH:17]=[CH:16][C:15]([S:18](Cl)(=[O:20])=[O:19])=[CH:14][CH:13]=1. The catalyst is N1C=CC=CC=1.CN(C)C1C=CN=CC=1. The product is [CH3:11][C:12]1[CH:17]=[CH:16][C:15]([S:18]([O:6][C@H:4]([CH2:3][CH:2]([CH3:1])[CH2:7][CH2:8][CH:9]=[CH2:10])[CH3:5])(=[O:20])=[O:19])=[CH:14][CH:13]=1. The yield is 0.610.